From a dataset of NCI-60 drug combinations with 297,098 pairs across 59 cell lines. Regression. Given two drug SMILES strings and cell line genomic features, predict the synergy score measuring deviation from expected non-interaction effect. (1) Drug 1: C1=CC(=CC=C1CCC2=CNC3=C2C(=O)NC(=N3)N)C(=O)NC(CCC(=O)O)C(=O)O. Drug 2: CCC1=C2CN3C(=CC4=C(C3=O)COC(=O)C4(CC)O)C2=NC5=C1C=C(C=C5)O. Cell line: RXF 393. Synergy scores: CSS=19.9, Synergy_ZIP=-8.62, Synergy_Bliss=-4.17, Synergy_Loewe=-1.47, Synergy_HSA=1.76. (2) Drug 1: CN(CC1=CN=C2C(=N1)C(=NC(=N2)N)N)C3=CC=C(C=C3)C(=O)NC(CCC(=O)O)C(=O)O. Drug 2: CCC1(CC2CC(C3=C(CCN(C2)C1)C4=CC=CC=C4N3)(C5=C(C=C6C(=C5)C78CCN9C7C(C=CC9)(C(C(C8N6C=O)(C(=O)OC)O)OC(=O)C)CC)OC)C(=O)OC)O.OS(=O)(=O)O. Cell line: IGROV1. Synergy scores: CSS=42.9, Synergy_ZIP=-7.56, Synergy_Bliss=-9.69, Synergy_Loewe=-11.9, Synergy_HSA=-11.6. (3) Drug 1: CNC(=O)C1=CC=CC=C1SC2=CC3=C(C=C2)C(=NN3)C=CC4=CC=CC=N4. Drug 2: CCC1=CC2CC(C3=C(CN(C2)C1)C4=CC=CC=C4N3)(C5=C(C=C6C(=C5)C78CCN9C7C(C=CC9)(C(C(C8N6C)(C(=O)OC)O)OC(=O)C)CC)OC)C(=O)OC.C(C(C(=O)O)O)(C(=O)O)O. Cell line: MOLT-4. Synergy scores: CSS=83.5, Synergy_ZIP=23.3, Synergy_Bliss=22.9, Synergy_Loewe=9.81, Synergy_HSA=24.9. (4) Drug 1: CCC1=CC2CC(C3=C(CN(C2)C1)C4=CC=CC=C4N3)(C5=C(C=C6C(=C5)C78CCN9C7C(C=CC9)(C(C(C8N6C)(C(=O)OC)O)OC(=O)C)CC)OC)C(=O)OC.C(C(C(=O)O)O)(C(=O)O)O. Drug 2: C1=CN(C=N1)CC(O)(P(=O)(O)O)P(=O)(O)O. Cell line: HCT-15. Synergy scores: CSS=1.21, Synergy_ZIP=-2.40, Synergy_Bliss=-4.11, Synergy_Loewe=-23.8, Synergy_HSA=-6.12. (5) Drug 1: CCC1=C2CN3C(=CC4=C(C3=O)COC(=O)C4(CC)O)C2=NC5=C1C=C(C=C5)O. Drug 2: CC12CCC3C(C1CCC2OP(=O)(O)O)CCC4=C3C=CC(=C4)OC(=O)N(CCCl)CCCl.[Na+]. Cell line: UACC-257. Synergy scores: CSS=33.6, Synergy_ZIP=-2.84, Synergy_Bliss=0.198, Synergy_Loewe=-9.80, Synergy_HSA=3.31. (6) Drug 1: CN(CCCl)CCCl.Cl. Drug 2: COCCOC1=C(C=C2C(=C1)C(=NC=N2)NC3=CC=CC(=C3)C#C)OCCOC.Cl. Cell line: NCIH23. Synergy scores: CSS=18.8, Synergy_ZIP=-2.32, Synergy_Bliss=-1.95, Synergy_Loewe=-10.8, Synergy_HSA=-3.30. (7) Drug 1: CC1C(C(CC(O1)OC2CC(CC3=C2C(=C4C(=C3O)C(=O)C5=C(C4=O)C(=CC=C5)OC)O)(C(=O)C)O)N)O.Cl. Drug 2: C(CC(=O)O)C(=O)CN.Cl. Cell line: MCF7. Synergy scores: CSS=2.22, Synergy_ZIP=-8.43, Synergy_Bliss=-7.78, Synergy_Loewe=-30.5, Synergy_HSA=-8.61.